Task: Regression. Given two drug SMILES strings and cell line genomic features, predict the synergy score measuring deviation from expected non-interaction effect.. Dataset: NCI-60 drug combinations with 297,098 pairs across 59 cell lines (1) Drug 1: C1=CC(=CC=C1CC(C(=O)O)N)N(CCCl)CCCl.Cl. Drug 2: CC(C)(C#N)C1=CC(=CC(=C1)CN2C=NC=N2)C(C)(C)C#N. Cell line: M14. Synergy scores: CSS=-5.38, Synergy_ZIP=0.306, Synergy_Bliss=-5.17, Synergy_Loewe=-8.09, Synergy_HSA=-8.62. (2) Drug 1: C(CCl)NC(=O)N(CCCl)N=O. Drug 2: CC1CCCC2(C(O2)CC(NC(=O)CC(C(C(=O)C(C1O)C)(C)C)O)C(=CC3=CSC(=N3)C)C)C. Cell line: SR. Synergy scores: CSS=90.0, Synergy_ZIP=2.16, Synergy_Bliss=2.54, Synergy_Loewe=-0.551, Synergy_HSA=2.31. (3) Drug 1: CCN(CC)CCCC(C)NC1=C2C=C(C=CC2=NC3=C1C=CC(=C3)Cl)OC. Drug 2: C1C(C(OC1N2C=NC3=C2NC=NCC3O)CO)O. Cell line: MALME-3M. Synergy scores: CSS=-4.69, Synergy_ZIP=1.52, Synergy_Bliss=1.71, Synergy_Loewe=-6.55, Synergy_HSA=-4.76. (4) Drug 1: C1CN(P(=O)(OC1)NCCCl)CCCl. Drug 2: CC12CCC3C(C1CCC2OP(=O)(O)O)CCC4=C3C=CC(=C4)OC(=O)N(CCCl)CCCl.[Na+]. Cell line: HL-60(TB). Synergy scores: CSS=-1.58, Synergy_ZIP=1.13, Synergy_Bliss=1.08, Synergy_Loewe=-3.92, Synergy_HSA=-2.70. (5) Drug 1: C1=C(C(=O)NC(=O)N1)F. Drug 2: C1CC(C1)(C(=O)O)C(=O)O.[NH2-].[NH2-].[Pt+2]. Cell line: NCI-H226. Synergy scores: CSS=27.8, Synergy_ZIP=0.161, Synergy_Bliss=3.21, Synergy_Loewe=6.85, Synergy_HSA=7.80. (6) Drug 1: CN1C(=O)N2C=NC(=C2N=N1)C(=O)N. Drug 2: CC(C)CN1C=NC2=C1C3=CC=CC=C3N=C2N. Cell line: DU-145. Synergy scores: CSS=1.51, Synergy_ZIP=1.70, Synergy_Bliss=1.32, Synergy_Loewe=0.371, Synergy_HSA=-0.416. (7) Drug 1: CC1OCC2C(O1)C(C(C(O2)OC3C4COC(=O)C4C(C5=CC6=C(C=C35)OCO6)C7=CC(=C(C(=C7)OC)O)OC)O)O. Drug 2: C1CC(=O)NC(=O)C1N2C(=O)C3=CC=CC=C3C2=O. Cell line: SK-MEL-28. Synergy scores: CSS=15.3, Synergy_ZIP=-2.38, Synergy_Bliss=-2.49, Synergy_Loewe=-17.5, Synergy_HSA=-2.96. (8) Drug 2: CC1C(C(CC(O1)OC2CC(CC3=C2C(=C4C(=C3O)C(=O)C5=CC=CC=C5C4=O)O)(C(=O)C)O)N)O. Cell line: OVCAR-8. Drug 1: CN(CC1=CN=C2C(=N1)C(=NC(=N2)N)N)C3=CC=C(C=C3)C(=O)NC(CCC(=O)O)C(=O)O. Synergy scores: CSS=52.7, Synergy_ZIP=-15.4, Synergy_Bliss=-35.2, Synergy_Loewe=14.4, Synergy_HSA=-29.1. (9) Drug 1: CCC1=CC2CC(C3=C(CN(C2)C1)C4=CC=CC=C4N3)(C5=C(C=C6C(=C5)C78CCN9C7C(C=CC9)(C(C(C8N6C)(C(=O)OC)O)OC(=O)C)CC)OC)C(=O)OC.C(C(C(=O)O)O)(C(=O)O)O. Drug 2: CC(C1=C(C=CC(=C1Cl)F)Cl)OC2=C(N=CC(=C2)C3=CN(N=C3)C4CCNCC4)N. Cell line: ACHN. Synergy scores: CSS=38.8, Synergy_ZIP=-3.06, Synergy_Bliss=2.45, Synergy_Loewe=2.91, Synergy_HSA=2.63.